Predict the product of the given reaction. From a dataset of Forward reaction prediction with 1.9M reactions from USPTO patents (1976-2016). (1) Given the reactants C[O:2][C:3](=O)/[CH:4]=[CH:5]/[C:6]1[CH:11]=[CH:10][C:9]([CH2:12][N:13]2[CH2:18][CH2:17][CH2:16][CH:15]([C:19]3[C:27]4[C:22](=[CH:23][CH:24]=[CH:25][CH:26]=4)[NH:21][C:20]=3[C:28]([OH:31])([CH3:30])[CH3:29])[CH2:14]2)=[C:8]([F:32])[CH:7]=1.[NH2:34][OH:35].O.Cl, predict the reaction product. The product is: [F:32][C:8]1[CH:7]=[C:6](/[CH:5]=[CH:4]/[C:3]([NH:34][OH:35])=[O:2])[CH:11]=[CH:10][C:9]=1[CH2:12][N:13]1[CH2:18][CH2:17][CH2:16][CH:15]([C:19]2[C:27]3[C:22](=[CH:23][CH:24]=[CH:25][CH:26]=3)[NH:21][C:20]=2[C:28]([OH:31])([CH3:29])[CH3:30])[CH2:14]1. (2) Given the reactants [CH3:1][C:2]1[CH:7]=[CH:6][N:5]=[C:4]([SH:8])[N:3]=1.IC.[C:11]([O-])([O-])=O.[K+].[K+], predict the reaction product. The product is: [CH3:1][C:2]1[CH:7]=[CH:6][N:5]=[C:4]([S:8][CH3:11])[N:3]=1. (3) Given the reactants [S:1]1[CH:5]=[CH:4][C:3]2[C:6]([N:10]3[CH2:15][CH2:14][N:13]([CH2:16][CH2:17][CH2:18][CH2:19][O:20][C:21]4[CH:30]=[C:29]5[C:24]([CH2:25][CH2:26][C:27](=[O:33])[N:28]5[CH2:31][OH:32])=[CH:23][CH:22]=4)[CH2:12][CH2:11]3)=[CH:7][CH:8]=[CH:9][C:2]1=2.[C:34](O)(=[O:52])[CH2:35][CH2:36][CH2:37][CH2:38][CH2:39][CH2:40][CH2:41][CH2:42][CH2:43][CH2:44][CH2:45][CH2:46][CH2:47][CH2:48][CH2:49][CH2:50][CH3:51].Cl.CN(C)CCCN=C=NCC.O, predict the reaction product. The product is: [S:1]1[CH:5]=[CH:4][C:3]2[C:6]([N:10]3[CH2:15][CH2:14][N:13]([CH2:16][CH2:17][CH2:18][CH2:19][O:20][C:21]4[CH:30]=[C:29]5[C:24]([CH2:25][CH2:26][C:27](=[O:33])[N:28]5[CH2:31][O:32][C:34](=[O:52])[CH2:35][CH2:36][CH2:37][CH2:38][CH2:39][CH2:40][CH2:41][CH2:42][CH2:43][CH2:44][CH2:45][CH2:46][CH2:47][CH2:48][CH2:49][CH2:50][CH3:51])=[CH:23][CH:22]=4)[CH2:12][CH2:11]3)=[CH:7][CH:8]=[CH:9][C:2]1=2. (4) Given the reactants [CH2:1]([C:8]12[CH2:23][CH2:22][C:21](=[O:24])[CH2:20][CH:9]1[CH2:10][CH2:11][CH2:12][C:13]1[CH:18]=[C:17]([OH:19])[CH:16]=[CH:15][C:14]=12)[C:2]1[CH:7]=[CH:6][CH:5]=[CH:4][CH:3]=1.C1C=CC(N([S:32]([C:35]([F:38])([F:37])[F:36])(=[O:34])=[O:33])[S:32]([C:35]([F:38])([F:37])[F:36])(=[O:34])=[O:33])=CC=1.CCN(C(C)C)C(C)C, predict the reaction product. The product is: [CH2:1]([C@:8]12[CH2:23][CH2:22][C:21](=[O:24])[CH2:20][C@@H:9]1[CH2:10][CH2:11][CH2:12][C:13]1[CH:18]=[C:17]([O:19][S:32]([C:35]([F:38])([F:37])[F:36])(=[O:34])=[O:33])[CH:16]=[CH:15][C:14]2=1)[C:2]1[CH:3]=[CH:4][CH:5]=[CH:6][CH:7]=1.[CH2:1]([C@@:8]12[CH2:23][CH2:22][C:21](=[O:24])[CH2:20][C@H:9]1[CH2:10][CH2:11][CH2:12][C:13]1[CH:18]=[C:17]([O:19][S:32]([C:35]([F:38])([F:37])[F:36])(=[O:34])=[O:33])[CH:16]=[CH:15][C:14]2=1)[C:2]1[CH:3]=[CH:4][CH:5]=[CH:6][CH:7]=1. (5) Given the reactants [OH:1][C:2]1[CH:11]=[C:10]([O:12][CH3:13])[C:9]([CH2:14][CH:15]=[C:16]([CH3:18])[CH3:17])=[CH:8][C:3]=1[C:4]([O:6][CH3:7])=[O:5].[C:19]([O:23][C:24]([NH:26][CH2:27][CH2:28]O)=[O:25])([CH3:22])([CH3:21])[CH3:20].CC(OC(/N=N/C(OC(C)C)=O)=O)C, predict the reaction product. The product is: [C:19]([O:23][C:24]([NH:26][CH2:27][CH2:28][O:1][C:2]1[CH:11]=[C:10]([O:12][CH3:13])[C:9]([CH2:14][CH:15]=[C:16]([CH3:18])[CH3:17])=[CH:8][C:3]=1[C:4]([O:6][CH3:7])=[O:5])=[O:25])([CH3:22])([CH3:21])[CH3:20]. (6) Given the reactants F[C:2]1[CH:7]=[CH:6][CH:5]=[CH:4][C:3]=1[N+:8]([O-:10])=[O:9].[CH3:11][N:12]([CH3:16])[CH2:13][CH2:14][NH2:15], predict the reaction product. The product is: [CH3:11][N:12]([CH3:16])[CH2:13][CH2:14][NH:15][C:2]1[CH:7]=[CH:6][CH:5]=[CH:4][C:3]=1[N+:8]([O-:10])=[O:9]. (7) Given the reactants [Cl:1][C:2]1[CH:10]=[CH:9][CH:8]=[C:7]2[C:3]=1[C:4]([C:17](=[O:22])C(F)(F)F)=[CH:5][N:6]2[CH2:11][CH2:12][O:13][CH:14]1[CH2:16][CH2:15]1.[OH-:23].[Na+].Cl, predict the reaction product. The product is: [Cl:1][C:2]1[CH:10]=[CH:9][CH:8]=[C:7]2[C:3]=1[C:4]([C:17]([OH:22])=[O:23])=[CH:5][N:6]2[CH2:11][CH2:12][O:13][CH:14]1[CH2:15][CH2:16]1. (8) Given the reactants [CH3:1][C:2]([CH3:19])([CH3:18])[CH2:3][NH:4][C:5]1[C:14]2[C:9](=[CH:10][CH:11]=[C:12]([OH:15])[CH:13]=2)[N:8]=[C:7]([C:16]#[N:17])[N:6]=1.Cl.[CH3:21][N:22]1[CH2:27][CH2:26][CH2:25][CH2:24][CH:23]1[CH2:28]Cl.C(=O)([O-])[O-].[K+].[K+], predict the reaction product. The product is: [CH3:1][C:2]([CH3:19])([CH3:18])[CH2:3][NH:4][C:5]1[C:14]2[C:9](=[CH:10][CH:11]=[C:12]([O:15][CH2:28][CH:23]3[CH2:24][CH2:25][CH2:26][CH2:27][N:22]3[CH3:21])[CH:13]=2)[N:8]=[C:7]([C:16]#[N:17])[N:6]=1. (9) Given the reactants [CH2:1]([CH:4]1[O:21][C:20]2[C:15](=[C:16]([O:22][CH3:23])[CH:17]=[CH:18][CH:19]=2)[C:14]2[C:5]1=[C:6]1[C:11](=[CH:12][CH:13]=2)[NH:10][C:9]([CH3:25])([CH3:24])[C:8](=[O:26])[NH:7]1)[CH:2]=[CH2:3].[C:27](=O)([O-])[O-].[Cs+].[Cs+].CI, predict the reaction product. The product is: [CH2:1]([CH:4]1[O:21][C:20]2[C:15](=[C:16]([O:22][CH3:23])[CH:17]=[CH:18][CH:19]=2)[C:14]2[C:5]1=[C:6]1[C:11](=[CH:12][CH:13]=2)[NH:10][C:9]([CH3:25])([CH3:24])[C:8](=[O:26])[N:7]1[CH3:27])[CH:2]=[CH2:3].